Dataset: Forward reaction prediction with 1.9M reactions from USPTO patents (1976-2016). Task: Predict the product of the given reaction. (1) Given the reactants C1(B(O)O)C=CC=CC=1.COCC1C=CC(B2OC(C)(C)C(C)(C)O2)=CC=1.Cl[C:29]1[N:34]=[C:33]([C:35]2[CH:40]=[CH:39][C:38]([CH2:41][O:42][CH3:43])=[CH:37][CH:36]=2)[CH:32]=[CH:31][N:30]=1.[F:44][C:45]([F:60])([F:59])[CH:46]1[NH:51][CH2:50][CH2:49][N:48]([C:52]([O:54][C:55]([CH3:58])([CH3:57])[CH3:56])=[O:53])[CH2:47]1.C(=O)([O-])[O-].[Cs+].[Cs+].C1(P(C2C=CC=CC=2)C2C=CC3C(=CC=CC=3)C=2C2C3C(=CC=CC=3)C=CC=2P(C2C=CC=CC=2)C2C=CC=CC=2)C=CC=CC=1, predict the reaction product. The product is: [CH3:43][O:42][CH2:41][C:38]1[CH:39]=[CH:40][C:35]([C:33]2[CH:32]=[CH:31][N:30]=[C:29]([N:51]3[CH2:50][CH2:49][N:48]([C:52]([O:54][C:55]([CH3:57])([CH3:58])[CH3:56])=[O:53])[CH2:47][CH:46]3[C:45]([F:59])([F:44])[F:60])[N:34]=2)=[CH:36][CH:37]=1. (2) Given the reactants [NH2:1][CH:2]([C:10]1[C:15]([O:16][CH3:17])=[CH:14][CH:13]=[CH:12][C:11]=1[O:18][CH3:19])[CH2:3][CH2:4][CH2:5][C:6]([O:8]C)=O.[N:20]1([C:25]2[CH:26]=[C:27]([CH:30]=[CH:31][N:32]=2)[CH:28]=O)[CH:24]=[CH:23][CH:22]=[N:21]1, predict the reaction product. The product is: [N:20]1([C:25]2[CH:26]=[C:27]([CH2:28][N:1]3[CH:2]([C:10]4[C:15]([O:16][CH3:17])=[CH:14][CH:13]=[CH:12][C:11]=4[O:18][CH3:19])[CH2:3][CH2:4][CH2:5][C:6]3=[O:8])[CH:30]=[CH:31][N:32]=2)[CH:24]=[CH:23][CH:22]=[N:21]1. (3) Given the reactants [H-].[Na+].O.[F:4][C:5]1[CH:6]=[C:7]([CH2:11][OH:12])[CH:8]=[CH:9][CH:10]=1.[Cl:13][C:14]1[CH:19]=[C:18]([N+:20]([O-:22])=[O:21])[CH:17]=[CH:16][C:15]=1F, predict the reaction product. The product is: [Cl:13][C:14]1[CH:19]=[C:18]([N+:20]([O-:22])=[O:21])[CH:17]=[CH:16][C:15]=1[O:12][CH2:11][C:7]1[CH:8]=[CH:9][CH:10]=[C:5]([F:4])[CH:6]=1. (4) Given the reactants [CH3:1][C:2]1[CH:7]=[CH:6][C:5]([C:8]2[CH:13]=[C:12]([O:14][C:15]3[S:16][CH:17]=[CH:18][N:19]=3)[CH:11]=[C:10]([C:20]([O:22]C)=[O:21])[CH:9]=2)=[CH:4][CH:3]=1.[OH-].[Li+].Cl, predict the reaction product. The product is: [CH3:1][C:2]1[CH:3]=[CH:4][C:5]([C:8]2[CH:13]=[C:12]([O:14][C:15]3[S:16][CH:17]=[CH:18][N:19]=3)[CH:11]=[C:10]([C:20]([OH:22])=[O:21])[CH:9]=2)=[CH:6][CH:7]=1. (5) Given the reactants [OH:1][C:2]1[CH:3]=[C:4]([CH:8]=[C:9]2[C:14](=[O:15])[O:13][C:12]([CH3:17])([CH3:16])[O:11][C:10]2=[O:18])[CH:5]=[CH:6][CH:7]=1.[C:19]([Mg]Br)([CH3:21])=[CH2:20].OC1C=C(C(C2C(=O)OC(C)(C)OC2=O)CC=C)C=CC=1, predict the reaction product. The product is: [OH:1][C:2]1[CH:3]=[C:4]([CH:8]([CH:9]2[C:10](=[O:18])[O:11][C:12]([CH3:16])([CH3:17])[O:13][C:14]2=[O:15])[C:19]([CH3:21])=[CH2:20])[CH:5]=[CH:6][CH:7]=1.